This data is from Drug-target binding data from BindingDB using IC50 measurements. The task is: Regression. Given a target protein amino acid sequence and a drug SMILES string, predict the binding affinity score between them. We predict pIC50 (pIC50 = -log10(IC50 in M); higher means more potent). Dataset: bindingdb_ic50. The small molecule is CCOC(=O)CNC(=O)[C@]12CC[C@@H](C)[C@H](C)[C@H]1C1=CC[C@@H]3[C@@]4(C)Cc5nc6ccccc6nc5C(C)(C)[C@@H]4CC[C@@]3(C)[C@]1(C)CC2. The target protein (Q8CGU9) has sequence MQPAMMMFSSKYWARRGLSLDSAVPEEHQILGGLTQNKATASKSEDKRSGKDTSESSKTAVVFSLKNEVGGLVRALRLFQEKHVNMLHIESRRSRRRSSEVEIFVDCECGKTEFNELIQLLKFQTTIVTLNPPDNIWTEEEELEDVPWFPRKISELDRCSHRVLMYGTELDADHPGFKDNVYRQRRKYFVDVAMGYKYGQPIPRVEYTEEETKTWGVVFRELSKLYPTHACREYLKNFPLLTKYCGYREDNVPQLEDVSMFLKERSGFTVRPVAGYLSPRDFLAGLAYRVFHCTQYVRHGSDPLYTPEPDTCHELLGHVPLLADPKFAQFSQEIGLASLGASDEDVQKLATCYFFTIEFGLCKQEGQLRAYGAGLLSSIGELKHALSDKACVKAFDPKTTCLQECLITTFQDAYFVSESFEEAKEKMRDFAKSITRPFSVYFNPYTQSIEILKDTRSIENVVQDLRSDLNTVCDALNKMNQYLGI. The pIC50 is 4.3.